This data is from TCR-epitope binding with 47,182 pairs between 192 epitopes and 23,139 TCRs. The task is: Binary Classification. Given a T-cell receptor sequence (or CDR3 region) and an epitope sequence, predict whether binding occurs between them. (1) The TCR CDR3 sequence is CAISEFGGPAQPQHF. Result: 0 (the TCR does not bind to the epitope). The epitope is LLFNKVTLA. (2) The epitope is RAKFKQLL. The TCR CDR3 sequence is CASSQDLGINEQYF. Result: 1 (the TCR binds to the epitope). (3) The epitope is KLSYGIATV. The TCR CDR3 sequence is CASSADRLSYEQYF. Result: 1 (the TCR binds to the epitope). (4) The epitope is SEPVLKGVKL. The TCR CDR3 sequence is CASSFSGGLADTQYF. Result: 1 (the TCR binds to the epitope). (5) The epitope is TEILPVSMTK. The TCR CDR3 sequence is CATSNLNTGELFF. Result: 0 (the TCR does not bind to the epitope). (6) The epitope is EIYKRWII. The TCR CDR3 sequence is CASSLGLAGSDTQYF. Result: 0 (the TCR does not bind to the epitope). (7) The epitope is KLGGALQAK. The TCR CDR3 sequence is CASSGGGYTEAFF. Result: 1 (the TCR binds to the epitope).